From a dataset of Reaction yield outcomes from USPTO patents with 853,638 reactions. Predict the reaction yield, written as a fraction of the theoretical maximum amount of product (1.0 means a 100% yield; for example, 0.34 means a 34% yield). (1) The reactants are [CH2:1]([O:8][C:9]1[C:10]([F:32])=[C:11]([C:28]([F:31])=[CH:29][CH:30]=1)[CH2:12][C:13]1[C:21]2[C:16](=[N:17][CH:18]=[C:19]([C:22]3[CH:23]=[N:24][CH:25]=[CH:26][CH:27]=3)[CH:20]=2)[NH:15][CH:14]=1)[C:2]1[CH:7]=[CH:6][CH:5]=[CH:4][CH:3]=1.[H-].[Na+].[CH:35]([Si:38](Cl)([CH:42]([CH3:44])[CH3:43])[CH:39]([CH3:41])[CH3:40])([CH3:37])[CH3:36].O. The catalyst is O1CCCC1. The product is [CH2:1]([O:8][C:9]1[C:10]([F:32])=[C:11]([C:28]([F:31])=[CH:29][CH:30]=1)[CH2:12][C:13]1[C:21]2[C:16](=[N:17][CH:18]=[C:19]([C:22]3[CH:23]=[N:24][CH:25]=[CH:26][CH:27]=3)[CH:20]=2)[N:15]([Si:38]([CH:42]([CH3:44])[CH3:43])([CH:39]([CH3:41])[CH3:40])[CH:35]([CH3:37])[CH3:36])[CH:14]=1)[C:2]1[CH:7]=[CH:6][CH:5]=[CH:4][CH:3]=1. The yield is 0.890. (2) The reactants are [Si]([O:8][C@H:9]1[CH2:14][CH2:13][C@H:12]([N:15]2[CH:19]=[C:18]([C:20]3[CH:25]=[N:24][C:23]([NH2:26])=[C:22]4[O:27][C:28](Cl)=[CH:29][C:21]=34)[CH:17]=[N:16]2)[CH2:11][CH2:10]1)(C(C)(C)C)(C)C.[CH3:31][N:32]1[C:37](=[O:38])[CH:36]=[C:35]2[S:39][CH:40]=[C:41](B3OC(C)(C)C(C)(C)O3)[C:34]2=[CH:33]1. No catalyst specified. The product is [NH2:26][C:23]1[N:24]=[CH:25][C:20]([C:18]2[CH:17]=[N:16][N:15]([C@H:12]3[CH2:13][CH2:14][C@H:9]([OH:8])[CH2:10][CH2:11]3)[CH:19]=2)=[C:21]2[CH:29]=[C:28]([C:41]3[C:34]4=[CH:33][N:32]([CH3:31])[C:37](=[O:38])[CH:36]=[C:35]4[S:39][CH:40]=3)[O:27][C:22]=12. The yield is 0.600. (3) The reactants are [NH2:1][C@@H:2]([CH:4]1[CH2:9][CH2:8][CH:7]([OH:10])[CH2:6][CH2:5]1)[CH3:3].CN(C=O)C.C(N(C(C)C)CC)(C)C.Cl[C:26]1[N:31]=[C:30]([C:32]2[C:40]3[C:35](=[N:36][CH:37]=[C:38]([C:41]([F:44])([F:43])[F:42])[CH:39]=3)[N:34]([S:45]([C:48]3[CH:54]=[CH:53][C:51]([CH3:52])=[CH:50][CH:49]=3)(=[O:47])=[O:46])[CH:33]=2)[C:29]([C:55]#[N:56])=[CH:28][N:27]=1. The catalyst is C1COCC1. The product is [OH:10][CH:7]1[CH2:8][CH2:9][CH:4]([C@H:2]([NH:1][C:26]2[N:31]=[C:30]([C:32]3[C:40]4[C:35](=[N:36][CH:37]=[C:38]([C:41]([F:43])([F:44])[F:42])[CH:39]=4)[N:34]([S:45]([C:48]4[CH:54]=[CH:53][C:51]([CH3:52])=[CH:50][CH:49]=4)(=[O:46])=[O:47])[CH:33]=3)[C:29]([C:55]#[N:56])=[CH:28][N:27]=2)[CH3:3])[CH2:5][CH2:6]1. The yield is 0.880. (4) The reactants are Br[CH2:2][C:3]1[CH:10]=[CH:9][C:6]([C:7]#[N:8])=[CH:5][C:4]=1[Cl:11].[N-:12]=[N+:13]=[N-:14].[Na+].C(=O)([O-])O.[Na+].O. The catalyst is S([O-])(O)(=O)=O.C([N+](CCCC)(CCCC)CCCC)CCC.C1(C)C=CC=CC=1. The product is [N:12]([CH2:2][C:3]1[CH:10]=[CH:9][C:6]([C:7]#[N:8])=[CH:5][C:4]=1[Cl:11])=[N+:13]=[N-:14]. The yield is 1.00. (5) The reactants are [C:1]([O:5][C:6](=[O:17])[CH2:7][C@@H:8]([CH2:15][OH:16])[CH2:9][C@H:10]([CH3:14])[CH2:11][CH2:12][CH3:13])([CH3:4])([CH3:3])[CH3:2].C(N(CC)CC)C.[S:25](Cl)([C:28]1[CH:34]=[CH:33][C:31]([CH3:32])=[CH:30][CH:29]=1)(=[O:27])=[O:26].Cl. The catalyst is C(Cl)Cl.CN(C1C=CN=CC=1)C. The product is [C:1]([O:5][C:6](=[O:17])[CH2:7][C@@H:8]([CH2:15][O:16][S:25]([C:28]1[CH:34]=[CH:33][C:31]([CH3:32])=[CH:30][CH:29]=1)(=[O:27])=[O:26])[CH2:9][C@H:10]([CH3:14])[CH2:11][CH2:12][CH3:13])([CH3:3])([CH3:2])[CH3:4]. The yield is 0.910. (6) The reactants are FC(F)(F)C(N1C[CH2:9][CH:8]([N:11]2[CH:15]=[C:14]([C:16]3[CH:17]=[N:18][C:19]([C:22]4[CH:27]=[CH:26][CH:25]=[C:24]([C:28]5[CH:29]=[N:30][N:31]([CH3:33])[CH:32]=5)[CH:23]=4)=[N:20][CH:21]=3)[CH:13]=[N:12]2)[CH2:7][CH2:6]1)=O.[CH3:36][C:37]1(C)C(C)(C)OB(B2OC(C)(C)C(C)(C)O2)[O:38]1.C([O-])(=O)C.[K+].IC1C=NN([C@H]2CC[C@H](O)CC2)C=1.C(=O)([O-])[O-].[K+].[K+]. The catalyst is CCOC(C)=O.C1CCC(P(C2CCCCC2)C2CCCCC2)CC1.C1CCC(P(C2CCCCC2)C2CCCCC2)CC1.Cl[Pd]Cl.O.C1OCCOC1. The product is [CH3:33][N:31]1[CH:32]=[C:28]([C:24]2[CH:23]=[C:22]([C:19]3[N:18]=[CH:17][C:16]([C:14]4[CH:13]=[N:12][N:11]([C@H:8]5[CH2:7][CH2:6][C@H:37]([OH:38])[CH2:36][CH2:9]5)[CH:15]=4)=[CH:21][N:20]=3)[CH:27]=[CH:26][CH:25]=2)[CH:29]=[N:30]1. The yield is 0.620. (7) The reactants are [C:1]([O:5][C:6]([NH:8][C@@H:9]([CH:13]([CH3:15])[CH3:14])[C:10]([OH:12])=[O:11])=[O:7])([CH3:4])([CH3:3])[CH3:2].CN(C(ON1N=NC2C=CC=NC1=2)=[N+](C)C)C.F[P-](F)(F)(F)(F)F.CCN(C(C)C)C(C)C.[S:49]1[C:53]2[CH:54]=[CH:55][C:56]([NH:58][C:59]3[C:68]4[C:63](=[CH:64][C:65]([O:76][CH2:77][CH2:78]O)=[C:66]([S:69]([C:72]([CH3:75])([CH3:74])[CH3:73])(=[O:71])=[O:70])[CH:67]=4)[N:62]=[CH:61][N:60]=3)=[CH:57][C:52]=2[N:51]=[CH:50]1. The catalyst is CN(C=O)C.CN(C1C=CN=CC=1)C.CCOC(C)=O. The product is [C:1]([O:5][C:6]([NH:8][C@@H:9]([CH:13]([CH3:15])[CH3:14])[C:10]([O:12][CH2:78][CH2:77][O:76][C:65]1[CH:64]=[C:63]2[C:68]([C:59]([NH:58][C:56]3[CH:55]=[CH:54][C:53]4[S:49][CH:50]=[N:51][C:52]=4[CH:57]=3)=[N:60][CH:61]=[N:62]2)=[CH:67][C:66]=1[S:69]([C:72]([CH3:73])([CH3:75])[CH3:74])(=[O:70])=[O:71])=[O:11])=[O:7])([CH3:4])([CH3:3])[CH3:2]. The yield is 0.900. (8) The reactants are [Br:1][C:2]1[CH:7]=[CH:6][C:5]([CH2:8][CH2:9][CH2:10][C:11]([NH:13][C:14]2[CH:19]=[CH:18][C:17]([S:20]([CH2:23][CH3:24])(=[O:22])=[O:21])=[C:16]([C:25]#[N:26])[CH:15]=2)=[O:12])=[CH:4][CH:3]=1.NC1C=CC(S(CC)(=O)=O)=C(C=1)CN[C:35](=[O:41])[O:36][C:37]([CH3:40])([CH3:39])[CH3:38].BrC1C=CC(CCCC(O)=O)=CC=1. The catalyst is N1C=CC=CC=1. The product is [Br:1][C:2]1[CH:7]=[CH:6][C:5]([CH2:8][CH2:9][CH2:10][C:11]([NH:13][C:14]2[CH:19]=[CH:18][C:17]([S:20]([CH2:23][CH3:24])(=[O:21])=[O:22])=[C:16]([CH:15]=2)[CH2:25][NH:26][C:35](=[O:41])[O:36][C:37]([CH3:40])([CH3:39])[CH3:38])=[O:12])=[CH:4][CH:3]=1. The yield is 1.00.